This data is from Forward reaction prediction with 1.9M reactions from USPTO patents (1976-2016). The task is: Predict the product of the given reaction. (1) Given the reactants C([O-])([O-])=O.[K+].[K+].Br[CH2:8][CH2:9][OH:10].[F:11][C:12]1[CH:17]=[CH:16][C:15]([C:18]2[O:19][C:20]3[CH:31]=[C:30]([NH:32][S:33]([CH3:36])(=[O:35])=[O:34])[C:29]([C:37]4[CH:42]=[CH:41][CH:40]=[CH:39][CH:38]=4)=[CH:28][C:21]=3[C:22]=2[C:23]([O:25][CH2:26][CH3:27])=[O:24])=[CH:14][CH:13]=1, predict the reaction product. The product is: [F:11][C:12]1[CH:13]=[CH:14][C:15]([C:18]2[O:19][C:20]3[CH:31]=[C:30]([N:32]([CH2:8][CH2:9][OH:10])[S:33]([CH3:36])(=[O:34])=[O:35])[C:29]([C:37]4[CH:38]=[CH:39][CH:40]=[CH:41][CH:42]=4)=[CH:28][C:21]=3[C:22]=2[C:23]([O:25][CH2:26][CH3:27])=[O:24])=[CH:16][CH:17]=1. (2) Given the reactants [CH3:1][CH2:2][O:3][C:4]([C:6]1[C@@H:11]([C:12]2[C:17]([Cl:18])=[CH:16][CH:15]=[CH:14][CH:13]=2)[C:10]([C:19]([O:21][CH3:22])=[O:20])=[C:9]([CH3:23])[NH:8][C:7]=1[CH2:24][O:25][CH2:26][CH2:27][NH2:28])=[O:5].CCOC(C1C(C2C=CC=CC=2Cl)C(C(OC)=O)=C(C)NC=1COCCN)=O.[CH3:57][CH2:58][O:59][C:60]([C@@H:62]([NH:71][C@H:72]([C:74]([N:76]1[C@H:83]([C:84]([OH:86])=[O:85])[CH2:82][C@H:81]2[C@@H:77]1[CH2:78][CH2:79][CH2:80]2)=[O:75])[CH3:73])[CH2:63][CH2:64][C:65]1[CH:66]=[CH:67][CH:68]=[CH:69][CH:70]=1)=[O:61], predict the reaction product. The product is: [CH3:57][CH2:58][O:59][C:60]([C@@H:62]([NH:71][C@H:72]([C:74]([N:76]1[C@H:83]([C:84]([OH:86])=[O:85])[CH2:82][C@H:81]2[C@@H:77]1[CH2:78][CH2:79][CH2:80]2)=[O:75])[CH3:73])[CH2:63][CH2:64][C:65]1[CH:70]=[CH:69][CH:68]=[CH:67][CH:66]=1)=[O:61].[CH3:1][CH2:2][O:3][C:4]([C:6]1[CH:11]([C:12]2[CH:13]=[CH:14][CH:15]=[CH:16][C:17]=2[Cl:18])[C:10]([C:19]([O:21][CH3:22])=[O:20])=[C:9]([CH3:23])[NH:8][C:7]=1[CH2:24][O:25][CH2:26][CH2:27][NH2:28])=[O:5]. (3) Given the reactants [NH:1]1[CH2:6][CH2:5][CH:4]([C:7]2[CH:15]=[CH:14][CH:13]=[C:12]3[C:8]=2[CH2:9][C:10](=[O:16])[NH:11]3)[CH2:3][CH2:2]1.[CH3:17][C:18]1[C:22]([C:23]([N:25]2[CH2:30][CH2:29][O:28][CH2:27][CH2:26]2)=[O:24])=[CH:21][NH:20][C:19]=1[CH:31]=O, predict the reaction product. The product is: [CH3:17][C:18]1[C:22]([C:23]([N:25]2[CH2:26][CH2:27][O:28][CH2:29][CH2:30]2)=[O:24])=[CH:21][NH:20][C:19]=1[CH:31]=[C:9]1[C:8]2[C:12](=[CH:13][CH:14]=[CH:15][C:7]=2[CH:4]2[CH2:3][CH2:2][NH:1][CH2:6][CH2:5]2)[NH:11][C:10]1=[O:16]. (4) Given the reactants [N+:1]([C:4]1[CH:9]=[CH:8][C:7]([NH:10][C@@H:11]2[CH2:15][CH2:14][N:13]([C:16]([O:18][C:19]([CH3:22])([CH3:21])[CH3:20])=[O:17])[CH2:12]2)=[CH:6][CH:5]=1)([O-:3])=[O:2].[H-].[Na+].[CH3:25]I, predict the reaction product. The product is: [CH3:25][N:10]([C:7]1[CH:8]=[CH:9][C:4]([N+:1]([O-:3])=[O:2])=[CH:5][CH:6]=1)[C@@H:11]1[CH2:15][CH2:14][N:13]([C:16]([O:18][C:19]([CH3:22])([CH3:21])[CH3:20])=[O:17])[CH2:12]1.